Dataset: Peptide-MHC class II binding affinity with 134,281 pairs from IEDB. Task: Regression. Given a peptide amino acid sequence and an MHC pseudo amino acid sequence, predict their binding affinity value. This is MHC class II binding data. (1) The peptide sequence is RNVFDEVIPTAFKIG. The MHC is HLA-DPA10103-DPB10201 with pseudo-sequence HLA-DPA10103-DPB10201. The binding affinity (normalized) is 0.467. (2) The peptide sequence is GELQIVDKIDGAFKI. The MHC is DRB1_0401 with pseudo-sequence DRB1_0401. The binding affinity (normalized) is 0.364. (3) The peptide sequence is HSLKKWLGHPDKF. The MHC is H-2-IAs with pseudo-sequence H-2-IAs. The binding affinity (normalized) is 0.425. (4) The peptide sequence is TGKKITAHLKRLWKM. The MHC is DRB3_0202 with pseudo-sequence DRB3_0202. The binding affinity (normalized) is 0. (5) The peptide sequence is GVFHELPSLCRVNNS. The MHC is DRB1_1501 with pseudo-sequence DRB1_1501. The binding affinity (normalized) is 0.612. (6) The peptide sequence is VDLAKSLRIAAKIYS. The MHC is HLA-DQA10501-DQB10201 with pseudo-sequence HLA-DQA10501-DQB10201. The binding affinity (normalized) is 0.0928. (7) The peptide sequence is SIKAVYNFATCGIFA. The MHC is DRB3_0101 with pseudo-sequence DRB3_0101. The binding affinity (normalized) is 0.356.